Task: Predict the product of the given reaction.. Dataset: Forward reaction prediction with 1.9M reactions from USPTO patents (1976-2016) Given the reactants [NH2:1][C:2]1[N:7]=[CH:6][N:5]=[C:4]2[N:8]([CH2:26][C@H:27]3[CH2:31][CH2:30][CH2:29][N:28]3C(OC(C)(C)C)=O)[N:9]=[C:10]([C:11]3[CH:16]=[CH:15][C:14]([O:17][C:18]4[C:23]([F:24])=[CH:22][CH:21]=[CH:20][C:19]=4[F:25])=[CH:13][CH:12]=3)[C:3]=12.FC(F)(F)C(O)=O, predict the reaction product. The product is: [F:25][C:19]1[CH:20]=[CH:21][CH:22]=[C:23]([F:24])[C:18]=1[O:17][C:14]1[CH:13]=[CH:12][C:11]([C:10]2[C:3]3[C:4](=[N:5][CH:6]=[N:7][C:2]=3[NH2:1])[N:8]([CH2:26][C@H:27]3[CH2:31][CH2:30][CH2:29][NH:28]3)[N:9]=2)=[CH:16][CH:15]=1.